From a dataset of Peptide-MHC class I binding affinity with 185,985 pairs from IEDB/IMGT. Regression. Given a peptide amino acid sequence and an MHC pseudo amino acid sequence, predict their binding affinity value. This is MHC class I binding data. (1) The peptide sequence is FLTREILWA. The MHC is HLA-A02:01 with pseudo-sequence HLA-A02:01. The binding affinity (normalized) is 0.868. (2) The peptide sequence is TPKGPKVKY. The MHC is HLA-B08:01 with pseudo-sequence HLA-B08:01. The binding affinity (normalized) is 0.0847. (3) The peptide sequence is SKLNNQFGSM. The MHC is H-2-Db with pseudo-sequence H-2-Db. The binding affinity (normalized) is 0.381. (4) The peptide sequence is RSYSPRNSR. The MHC is HLA-A03:01 with pseudo-sequence HLA-A03:01. The binding affinity (normalized) is 1.00.